This data is from Full USPTO retrosynthesis dataset with 1.9M reactions from patents (1976-2016). The task is: Predict the reactants needed to synthesize the given product. (1) The reactants are: [F:1][C:2]([F:25])([F:24])[C:3]1[CH:4]=[C:5]([C:13]2[CH:18]=[CH:17][C:16](/[C:19](/[CH3:23])=[CH:20]/[CH2:21][OH:22])=[CH:15][CH:14]=2)[CH:6]=[C:7]([C:9]([F:12])([F:11])[F:10])[CH:8]=1.[CH2:26]([O:28][C@@H:29]([CH2:35][C:36]1[CH:41]=[CH:40][C:39](O)=[CH:38][CH:37]=1)[C:30]([O:32][CH2:33][CH3:34])=[O:31])[CH3:27]. Given the product [F:1][C:2]([F:24])([F:25])[C:3]1[CH:4]=[C:5]([C:13]2[CH:14]=[CH:15][C:16](/[C:19](/[CH3:23])=[CH:20]/[CH2:21][O:22][C:39]3[CH:38]=[CH:37][C:36]([CH2:35][C@H:29]([O:28][CH2:26][CH3:27])[C:30]([O:32][CH2:33][CH3:34])=[O:31])=[CH:41][CH:40]=3)=[CH:17][CH:18]=2)[CH:6]=[C:7]([C:9]([F:12])([F:11])[F:10])[CH:8]=1, predict the reactants needed to synthesize it. (2) Given the product [F:1][C:2]1[CH:3]=[CH:4][C:5]([C:8]2[O:9][CH:10]=[C:11]([C:13]([CH3:17])([CH3:16])[CH2:14][NH:15][C:30](=[O:31])[CH2:29][CH2:28][CH2:27][C:25]3[S:26][C:22]([C:20](=[O:21])[C:19]([F:33])([F:34])[F:18])=[CH:23][CH:24]=3)[N:12]=2)=[CH:6][CH:7]=1, predict the reactants needed to synthesize it. The reactants are: [F:1][C:2]1[CH:7]=[CH:6][C:5]([C:8]2[O:9][CH:10]=[C:11]([C:13]([CH3:17])([CH3:16])[CH2:14][NH2:15])[N:12]=2)=[CH:4][CH:3]=1.[F:18][C:19]([F:34])([F:33])[C:20]([C:22]1[S:26][C:25]([CH2:27][CH2:28][CH2:29][C:30](O)=[O:31])=[CH:24][CH:23]=1)=[O:21].